From a dataset of Full USPTO retrosynthesis dataset with 1.9M reactions from patents (1976-2016). Predict the reactants needed to synthesize the given product. The reactants are: [C:1]([C:5]1[CH:23]=[C:8]2[N:9]=[C:10]([CH3:22])[C:11]([CH:14]([CH2:19][CH2:20][CH3:21])[C:15]([O:17][CH3:18])=[O:16])=[C:12](Cl)[N:7]2[N:6]=1)([CH3:4])([CH3:3])[CH3:2].[F:24][C:25]1[CH:30]=[C:29]([CH3:31])[CH:28]=[CH:27][C:26]=1B(O)O.C(N(C(C)C)CC)(C)C. Given the product [C:1]([C:5]1[CH:23]=[C:8]2[N:9]=[C:10]([CH3:22])[C:11]([CH:14]([CH2:19][CH2:20][CH3:21])[C:15]([O:17][CH3:18])=[O:16])=[C:12]([C:26]3[CH:27]=[CH:28][C:29]([CH3:31])=[CH:30][C:25]=3[F:24])[N:7]2[N:6]=1)([CH3:4])([CH3:3])[CH3:2], predict the reactants needed to synthesize it.